This data is from Forward reaction prediction with 1.9M reactions from USPTO patents (1976-2016). The task is: Predict the product of the given reaction. (1) Given the reactants [CH3:1][CH:2]1[C:7](=O)[CH2:6][CH2:5][CH2:4][C:3]1=[O:9].[NH2:10][C:11]1[C:12]([CH3:17])=[CH:13][CH:14]=[CH:15][CH:16]=1, predict the reaction product. The product is: [CH3:1][C:2]1[C:3](=[O:9])[CH2:4][CH2:5][CH2:6][C:7]=1[NH:10][C:11]1[CH:16]=[CH:15][CH:14]=[CH:13][C:12]=1[CH3:17]. (2) The product is: [C:104]([C:106]1[CH:111]=[CH:110][C:109]([NH:112][C:53]([C:52]2[C:48]([C:34]3[CH:35]=[C:36]([Cl:47])[C:37]([OH:39])=[CH:38][C:33]=3[OH:32])=[N:49][NH:50][CH:51]=2)=[O:55])=[CH:108][CH:107]=1)(=[O:105])[CH3:103]. Given the reactants F[P-](F)(F)(F)(F)F.N1C2N=CC=C(OC(N(C)C)=[N+](C)C)C=2N=N1.C([O:32][C:33]1[CH:38]=[C:37]([O:39]CC2C=CC=CC=2)[C:36]([Cl:47])=[CH:35][C:34]=1[C:48]1[C:52]([C:53]([OH:55])=O)=[CH:51][N:50](COCC[Si](C)(C)C)[N:49]=1)C1C=CC=CC=1.C(OC1C=C(OCC2C=CC=CC=2)C(Cl)=CC=1N1C=C(C(O)=O)CN1COCC[Si](C)(C)C)C1C=CC=CC=1.[CH3:103][C:104]([C:106]1[CH:111]=[CH:110][C:109]([NH2:112])=[CH:108][CH:107]=1)=[O:105].C(N(C(C)C)CC)(C)C.B(Cl)(Cl)Cl, predict the reaction product. (3) The product is: [Br:1][C:2]1[CH:3]=[CH:4][C:5]2[O:9][C:8](=[O:10])[N:7]([CH2:12][CH2:13][CH3:14])[C:6]=2[CH:11]=1. Given the reactants [Br:1][C:2]1[CH:3]=[CH:4][C:5]2[O:9][C:8](=[O:10])[NH:7][C:6]=2[CH:11]=1.[CH2:12](I)[CH2:13][CH3:14].C(=O)([O-])[O-].[K+].[K+], predict the reaction product. (4) Given the reactants Cl.[NH2:2][O:3][CH2:4][C:5]1[NH:25][C:8]2=[C:9]3[C:14](=[CH:15][CH:16]=[C:7]2[C:6]=1[C:26](O)=[O:27])[CH:13]=[N:12][C:11](/[CH:17]=[CH:18]/[C:19]1[CH:24]=[CH:23][CH:22]=[CH:21][CH:20]=1)=[CH:10]3.C1C=CC2N(O)N=NC=2C=1.CN(C)CCCN=C=NCC, predict the reaction product. The product is: [CH:17](/[C:11]1[N:12]=[CH:13][C:14]2[C:9]([CH:10]=1)=[C:8]1[C:7](=[CH:16][CH:15]=2)[C:6]2[C:26](=[O:27])[NH:2][O:3][CH2:4][C:5]=2[NH:25]1)=[CH:18]\[C:19]1[CH:24]=[CH:23][CH:22]=[CH:21][CH:20]=1. (5) Given the reactants CC(C)([O-])C.[K+].C(O)(C)(C)C.[CH2:12]([O:14][C:15](=[O:22])[CH2:16][C:17](=[O:21])[CH:18]([CH3:20])[CH3:19])[CH3:13].Br[CH2:24][C:25]1[CH:30]=[CH:29][C:28]([S:31]([CH3:34])(=[O:33])=[O:32])=[CH:27][CH:26]=1, predict the reaction product. The product is: [CH2:12]([O:14][C:15](=[O:22])[CH:16]([CH2:24][C:25]1[CH:26]=[CH:27][C:28]([S:31]([CH3:34])(=[O:33])=[O:32])=[CH:29][CH:30]=1)[C:17](=[O:21])[CH:18]([CH3:19])[CH3:20])[CH3:13]. (6) Given the reactants Cl[C:2]1[N:7]2[N:8]=[C:9]([CH3:20])[C:10]([C:11]3[C:16]([CH3:17])=[CH:15][C:14]([Cl:18])=[CH:13][C:12]=3[CH3:19])=[C:6]2[N:5]=[C:4]([CH3:21])[CH:3]=1.[CH2:22]([NH2:25])[CH2:23][NH2:24].N.C(Cl)Cl, predict the reaction product. The product is: [NH2:24][CH2:23][CH2:22][NH:25][C:2]1[N:7]2[N:8]=[C:9]([CH3:20])[C:10]([C:11]3[C:16]([CH3:17])=[CH:15][C:14]([Cl:18])=[CH:13][C:12]=3[CH3:19])=[C:6]2[N:5]=[C:4]([CH3:21])[CH:3]=1. (7) Given the reactants [Cl:1][C:2]1[CH:3]=[C:4](I)[C:5]([OH:20])=[C:6]([CH2:8][C:9]2[N:14]=[C:13]([C:15]([O:17][CH2:18][CH3:19])=[O:16])[CH:12]=[CH:11][CH:10]=2)[CH:7]=1.[C:22]1([C:28]#[CH:29])[CH:27]=[CH:26][CH:25]=[CH:24][CH:23]=1, predict the reaction product. The product is: [Cl:1][C:2]1[CH:7]=[C:6]([CH2:8][C:9]2[N:14]=[C:13]([C:15]([O:17][CH2:18][CH3:19])=[O:16])[CH:12]=[CH:11][CH:10]=2)[C:5]2[O:20][C:28]([C:22]3[CH:27]=[CH:26][CH:25]=[CH:24][CH:23]=3)=[CH:29][C:4]=2[CH:3]=1.